This data is from Peptide-MHC class II binding affinity with 134,281 pairs from IEDB. The task is: Regression. Given a peptide amino acid sequence and an MHC pseudo amino acid sequence, predict their binding affinity value. This is MHC class II binding data. (1) The peptide sequence is VKLVDANGKLHDKKS. The MHC is DRB1_1302 with pseudo-sequence DRB1_1302. The binding affinity (normalized) is 0.202. (2) The peptide sequence is AALPLLFFALAGQRI. The MHC is DRB1_0404 with pseudo-sequence DRB1_0404. The binding affinity (normalized) is 0.710. (3) The peptide sequence is DLIFLARSALILRGS. The MHC is DRB1_0301 with pseudo-sequence DRB1_0301. The binding affinity (normalized) is 0.376. (4) The peptide sequence is IIYPGTLWCGHGNKSSGP. The MHC is DRB1_1101 with pseudo-sequence DRB1_1101. The binding affinity (normalized) is 0. (5) The peptide sequence is MYLGTCKTLTPLMSS. The MHC is HLA-DQA10501-DQB10301 with pseudo-sequence HLA-DQA10501-DQB10301. The binding affinity (normalized) is 0.207.